From a dataset of Forward reaction prediction with 1.9M reactions from USPTO patents (1976-2016). Predict the product of the given reaction. Given the reactants [OH-].[K+].[Br:3][C:4]1[C:5]([CH3:37])=[N:6][C:7]([NH:20][C:21]2[CH:26]=[C:25]([C:27]3[CH:32]=[CH:31][C:30]([F:33])=[CH:29][C:28]=3[O:34][CH3:35])[C:24]([F:36])=[CH:23][N:22]=2)=[CH:8][C:9]=1[CH2:10][S:11]([CH3:19])=[N:12]C(=O)C(F)(F)F.[OH:38]OS([O-])=O.[K+], predict the reaction product. The product is: [Br:3][C:4]1[C:9]([CH2:10][S:11]([CH3:19])(=[NH:12])=[O:38])=[CH:8][C:7]([NH:20][C:21]2[CH:26]=[C:25]([C:27]3[CH:32]=[CH:31][C:30]([F:33])=[CH:29][C:28]=3[O:34][CH3:35])[C:24]([F:36])=[CH:23][N:22]=2)=[N:6][C:5]=1[CH3:37].